Predict the product of the given reaction. From a dataset of Forward reaction prediction with 1.9M reactions from USPTO patents (1976-2016). (1) Given the reactants Cl[C:2]1[C:7]2[CH:8]=[CH:9][S:10][C:6]=2[CH:5]=[CH:4][N:3]=1.[NH2:11][C:12]1[S:13][CH:14]=[CH:15][N:16]=1.[O-]P([O-])([O-])=O.[K+].[K+].[K+], predict the reaction product. The product is: [S:13]1[CH:14]=[CH:15][N:16]=[C:12]1[NH:11][C:2]1[C:7]2[CH:8]=[CH:9][S:10][C:6]=2[CH:5]=[CH:4][N:3]=1. (2) The product is: [CH3:1][O:2][CH2:3][C:4]1[CH:5]=[C:6]([C:10]2[O:14][CH:13]=[N:12][C:11]=2[CH2:15][OH:16])[CH:7]=[CH:8][CH:9]=1. Given the reactants [CH3:1][O:2][CH2:3][C:4]1[CH:5]=[C:6]([C:10]2[O:14][CH:13]=[N:12][C:11]=2[C:15](OC)=[O:16])[CH:7]=[CH:8][CH:9]=1.[BH4-].[Li+], predict the reaction product. (3) Given the reactants [C:1]([C:3]1[CH:4]=[C:5]2[C:9](=[CH:10][CH:11]=1)[NH:8][C:7](=[O:12])[C@@:6]2([NH:22][C:23]([N:25]1[CH2:38][C:27]2([CH2:30][N:29](C(OC(C)(C)C)=O)[CH2:28]2)[CH2:26]1)=[O:24])[C:13]1[C:14]([O:19][CH2:20][CH3:21])=[N:15][CH:16]=[CH:17][CH:18]=1)#[N:2].[C:39]([OH:45])([C:41]([F:44])([F:43])[F:42])=[O:40], predict the reaction product. The product is: [F:42][C:41]([F:44])([F:43])[C:39]([OH:45])=[O:40].[C:1]([C:3]1[CH:4]=[C:5]2[C:9](=[CH:10][CH:11]=1)[NH:8][C:7](=[O:12])[C@@:6]2([NH:22][C:23]([N:25]1[CH2:38][C:27]2([CH2:28][NH:29][CH2:30]2)[CH2:26]1)=[O:24])[C:13]1[C:14]([O:19][CH2:20][CH3:21])=[N:15][CH:16]=[CH:17][CH:18]=1)#[N:2]. (4) Given the reactants Cl.Cl.[CH3:3][O:4][C:5](=[O:55])[C@@H:6]([NH:22][C:23]([C@@H:25]1[CH2:34][C:33]2[CH:32]=[C:31]3[O:35][CH2:36][C@H:37]([C:39]4[CH:44]=[CH:43][C:42]([O:45][CH2:46][C:47]5[CH:52]=[CH:51][C:50]([Cl:53])=[C:49]([Cl:54])[CH:48]=5)=[CH:41][CH:40]=4)[O:38][C:30]3=[CH:29][C:28]=2[CH2:27][NH:26]1)=[O:24])[CH2:7][C:8]1[CH:13]=[CH:12][C:11]([C:14]2[CH:19]=[CH:18][N:17]=[C:16]([CH3:20])[C:15]=2[CH3:21])=[CH:10][CH:9]=1.[N:56]1[CH:61]=[CH:60][N:59]=[CH:58][C:57]=1[C:62](Cl)=[O:63], predict the reaction product. The product is: [CH3:3][O:4][C:5](=[O:55])[C@@H:6]([NH:22][C:23]([C@@H:25]1[CH2:34][C:33]2[CH:32]=[C:31]3[O:35][CH2:36][C@H:37]([C:39]4[CH:44]=[CH:43][C:42]([O:45][CH2:46][C:47]5[CH:52]=[CH:51][C:50]([Cl:53])=[C:49]([Cl:54])[CH:48]=5)=[CH:41][CH:40]=4)[O:38][C:30]3=[CH:29][C:28]=2[CH2:27][N:26]1[C:62]([C:57]1[CH:58]=[N:59][CH:60]=[CH:61][N:56]=1)=[O:63])=[O:24])[CH2:7][C:8]1[CH:13]=[CH:12][C:11]([C:14]2[CH:19]=[CH:18][N:17]=[C:16]([CH3:20])[C:15]=2[CH3:21])=[CH:10][CH:9]=1. (5) Given the reactants [C:1]1([S:7](/[CH:10]=[CH:11]/[S:12]([C:15]2[CH:20]=[CH:19][CH:18]=[CH:17][CH:16]=2)(=[O:14])=[O:13])(=[O:9])=[O:8])[CH:6]=[CH:5][CH:4]=[CH:3][CH:2]=1.[CH:21]1[CH2:26][CH2:25][CH:24]=[CH:23][CH:22]=1, predict the reaction product. The product is: [C:1]1([S:7]([CH:10]2[CH:11]([S:12]([C:15]3[CH:16]=[CH:17][CH:18]=[CH:19][CH:20]=3)(=[O:14])=[O:13])[CH:23]3[CH2:24][CH2:25][CH:26]2[CH:21]=[CH:22]3)(=[O:8])=[O:9])[CH:2]=[CH:3][CH:4]=[CH:5][CH:6]=1. (6) Given the reactants [F:1][C:2]1[CH:7]=[CH:6][C:5]([CH2:8][C:9]#[N:10])=[CH:4][CH:3]=1.[CH3:11][C:12]([O:15][C:16](O[C:16]([O:15][C:12]([CH3:14])([CH3:13])[CH3:11])=[O:17])=[O:17])([CH3:14])[CH3:13].[Li+].CC([N-]C(C)C)C, predict the reaction product. The product is: [C:12]([O:15][C:16](=[O:17])[CH:8]([C:9]#[N:10])[C:5]1[CH:6]=[CH:7][C:2]([F:1])=[CH:3][CH:4]=1)([CH3:14])([CH3:13])[CH3:11].